Dataset: Forward reaction prediction with 1.9M reactions from USPTO patents (1976-2016). Task: Predict the product of the given reaction. (1) The product is: [C:1]([O:5][C:6]([N:8]1[CH2:13][CH2:12][CH:11]([CH2:14][NH:15][C:16]2[C:21]([O:22][CH3:23])=[N:20][C:19]([C:26]#[N:27])=[CH:18][N:17]=2)[CH2:10][CH2:9]1)=[O:7])([CH3:4])([CH3:3])[CH3:2]. Given the reactants [C:1]([O:5][C:6]([N:8]1[CH2:13][CH2:12][CH:11]([CH2:14][NH:15][C:16]2[C:21]([O:22][CH3:23])=[N:20][C:19](Br)=[CH:18][N:17]=2)[CH2:10][CH2:9]1)=[O:7])([CH3:4])([CH3:3])[CH3:2].[Cu](C#N)[C:26]#[N:27], predict the reaction product. (2) Given the reactants [Cl:1][C:2]1[N:6]([C:7]2[N:12]=[C:11](Cl)[N:10]=[C:9]([CH3:14])[N:8]=2)[C:5]2[CH:15]=[CH:16][CH:17]=[CH:18][C:4]=2[N:3]=1.[CH:19]1([CH2:22][NH2:23])[CH2:21][CH2:20]1, predict the reaction product. The product is: [Cl:1][C:2]1[N:6]([C:7]2[N:8]=[C:9]([CH3:14])[N:10]=[C:11]([NH:23][CH2:22][CH:19]3[CH2:21][CH2:20]3)[N:12]=2)[C:5]2[CH:15]=[CH:16][CH:17]=[CH:18][C:4]=2[N:3]=1. (3) Given the reactants [OH:1][C:2]1[C:11]2[C:6](=[CH:7][CH:8]=[CH:9][CH:10]=2)[C:5]([OH:12])=[CH:4][C:3]=1[C:13]([O:15][CH3:16])=[O:14].[C:17]1([C:23]([C:27]2[CH:32]=[CH:31][C:30]([N:33]3[CH2:37][CH2:36][CH2:35][CH2:34]3)=[CH:29][CH:28]=2)(O)[C:24]#C)[CH:22]=[CH:21][CH:20]=[CH:19][CH:18]=1.[C:38]1(C)C=CC=CC=1, predict the reaction product. The product is: [OH:1][C:2]1[C:11]2[C:6](=[CH:7][CH:8]=[CH:9][CH:10]=2)[CH:5]2[O:12][CH2:38][C:23]([C:17]3[CH:18]=[CH:19][CH:20]=[CH:21][CH:22]=3)([C:27]3[CH:32]=[CH:31][C:30]([N:33]4[CH2:34][CH2:35][CH2:36][CH2:37]4)=[CH:29][CH:28]=3)[CH:24]=[C:4]2[C:3]=1[C:13]([O:15][CH3:16])=[O:14].